Predict the reactants needed to synthesize the given product. From a dataset of Full USPTO retrosynthesis dataset with 1.9M reactions from patents (1976-2016). (1) Given the product [CH2:1]([N:3]1[C:7]2[CH:8]=[CH:9][C:10]([C:12]3[NH:13][C:14]([C:24]([N:41]4[CH2:46][CH2:45][O:44][CH2:43][CH2:42]4)=[O:50])=[N:15][C:16]=3[C:17]3[CH:18]=[C:19]([CH3:23])[CH:20]=[CH:21][CH:22]=3)=[CH:11][C:6]=2[N:5]([CH3:28])[C:4]1=[O:29])[CH3:2], predict the reactants needed to synthesize it. The reactants are: [CH2:1]([N:3]1[C:7]2[CH:8]=[CH:9][C:10]([C:12]3[NH:13][C:14]([C:24](F)(F)F)=[N:15][C:16]=3[C:17]3[CH:18]=[C:19]([CH3:23])[CH:20]=[CH:21][CH:22]=3)=[CH:11][C:6]=2[N:5]([CH3:28])[C:4]1=[O:29])[CH3:2].CCN=C=NCCCN(C)C.[NH:41]1[CH2:46][CH2:45][O:44][CH2:43][CH2:42]1.C1C[O:50]CC1. (2) Given the product [CH2:15]([C:12]1[CH:13]=[CH:14][C:9]([C:7](=[O:8])[CH3:1])=[N:10][CH:11]=1)[CH2:16][CH2:17][CH3:18], predict the reactants needed to synthesize it. The reactants are: [CH3:1][Mg+].[Br-].CON(C)[C:7]([C:9]1[CH:14]=[CH:13][C:12]([CH2:15][CH2:16][CH2:17][CH3:18])=[CH:11][N:10]=1)=[O:8].